Dataset: Full USPTO retrosynthesis dataset with 1.9M reactions from patents (1976-2016). Task: Predict the reactants needed to synthesize the given product. Given the product [CH3:1][O:2][C:3]([C:5]1[C:6]([OH:23])=[C:7]2[C:12](=[CH:13][N:14]=1)[N:11]([CH2:15][CH:16]([CH2:19][CH3:20])[CH2:17][CH3:18])[C:10](=[O:21])[C:9]([C:24]1[CH:29]=[CH:28][CH:27]=[CH:26][CH:25]=1)=[CH:8]2)=[O:4], predict the reactants needed to synthesize it. The reactants are: [CH3:1][O:2][C:3]([C:5]1[C:6]([OH:23])=[C:7]2[C:12](=[CH:13][N:14]=1)[N:11]([CH2:15][CH:16]([CH2:19][CH3:20])[CH2:17][CH3:18])[C:10](=[O:21])[C:9](Br)=[CH:8]2)=[O:4].[C:24]1([Sn](CCCC)(CCCC)CCCC)[CH:29]=[CH:28][CH:27]=[CH:26][CH:25]=1.CCOC(C)=O.Cl.